This data is from Forward reaction prediction with 1.9M reactions from USPTO patents (1976-2016). The task is: Predict the product of the given reaction. (1) Given the reactants [Cl:1][C:2]1[C:9]([OH:10])=[C:8]([O:11][CH3:12])[CH:7]=[CH:6][C:3]=1[CH:4]=O.C(O)(=O)[CH2:14][C:15]([OH:17])=[O:16].N1CCCCC1, predict the reaction product. The product is: [Cl:1][C:2]1[C:9]([OH:10])=[C:8]([O:11][CH3:12])[CH:7]=[CH:6][C:3]=1/[CH:4]=[CH:14]/[C:15]([OH:17])=[O:16]. (2) Given the reactants [CH2:1]([O:3][C:4](=[O:18])[C:5]([O:8][C:9]1[CH:14]=[CH:13][C:12]([CH2:15][CH2:16][NH2:17])=[CH:11][CH:10]=1)([CH3:7])[CH3:6])[CH3:2].[CH3:19][C:20]1[C:25]([CH2:26][C:27](O)=[O:28])=[CH:24][CH:23]=[C:22]([C:30]2[CH:35]=[CH:34][C:33]([C:36]([F:39])([F:38])[F:37])=[CH:32][CH:31]=2)[N:21]=1, predict the reaction product. The product is: [CH2:1]([O:3][C:4](=[O:18])[C:5]([CH3:7])([O:8][C:9]1[CH:10]=[CH:11][C:12]([CH2:15][CH2:16][NH:17][C:27](=[O:28])[CH2:26][C:25]2[C:20]([CH3:19])=[N:21][C:22]([C:30]3[CH:35]=[CH:34][C:33]([C:36]([F:37])([F:39])[F:38])=[CH:32][CH:31]=3)=[CH:23][CH:24]=2)=[CH:13][CH:14]=1)[CH3:6])[CH3:2]. (3) Given the reactants [NH2:1][CH2:2][C:3]([NH:5][C:6]1[CH:7]=[CH:8][C:9]2[O:13][C:12]([C:14]([NH:16][C:17]3[CH:18]=[C:19]4[C:23](=[CH:24][CH:25]=3)[NH:22][C:21]([C:26]([OH:28])=O)=[CH:20]4)=[O:15])=[CH:11][C:10]=2[CH:29]=1)=[O:4].[CH2:30]([NH2:33])[CH2:31][NH2:32], predict the reaction product. The product is: [NH2:32][CH2:31][CH2:30][NH:33][C:26]([C:21]1[NH:22][C:23]2[C:19]([CH:20]=1)=[CH:18][C:17]([NH:16][C:14]([C:12]1[O:13][C:9]3[CH:8]=[CH:7][C:6]([NH:5][C:3](=[O:4])[CH2:2][NH2:1])=[CH:29][C:10]=3[CH:11]=1)=[O:15])=[CH:25][CH:24]=2)=[O:28]. (4) Given the reactants Cl[C:2]1[N:3]([CH2:19][C:20]2[CH:25]=[CH:24][C:23]([C:26]3[CH:31]=[CH:30][CH:29]=[C:28]([F:32])[N:27]=3)=[CH:22][CH:21]=2)[N:4]=[C:5]2[N:10]3[C@H:11]4[CH2:16][CH2:15][CH2:14][C@H:12]4[N:13]=[C:9]3[N:8]([CH3:17])[C:7](=[O:18])[C:6]=12.C([O-])([O-])=O.[K+].[K+].[NH2:39][C:40]1[CH:45]=[CH:44][CH:43]=[CH:42][CH:41]=1.C1(C)C(C)=CC=CC=1, predict the reaction product. The product is: [CH3:17][N:8]1[C:7](=[O:18])[C:6]2=[C:2]([NH:39][C:40]3[CH:45]=[CH:44][CH:43]=[CH:42][CH:41]=3)[N:3]([CH2:19][C:20]3[CH:25]=[CH:24][C:23]([C:26]4[CH:31]=[CH:30][CH:29]=[C:28]([F:32])[N:27]=4)=[CH:22][CH:21]=3)[N:4]=[C:5]2[N:10]2[C@H:11]3[CH2:16][CH2:15][CH2:14][C@H:12]3[N:13]=[C:9]12. (5) Given the reactants [C:9](O[C:9]([O:11][C:12]([CH3:15])([CH3:14])[CH3:13])=[O:10])([O:11][C:12]([CH3:15])([CH3:14])[CH3:13])=[O:10].[NH2:16][CH2:17][C@H:18]([NH:26][C:27]([O:29][CH2:30][C:31]1[CH:36]=[CH:35][CH:34]=[CH:33][CH:32]=1)=[O:28])[C:19]([O:21][C:22]([CH3:25])([CH3:24])[CH3:23])=[O:20].[OH-].[Na+], predict the reaction product. The product is: [CH2:30]([O:29][C:27]([NH:26][C@@H:18]([CH2:17][NH:16][C:9]([O:11][C:12]([CH3:13])([CH3:14])[CH3:15])=[O:10])[C:19]([O:21][C:22]([CH3:23])([CH3:24])[CH3:25])=[O:20])=[O:28])[C:31]1[CH:32]=[CH:33][CH:34]=[CH:35][CH:36]=1.